The task is: Predict the product of the given reaction.. This data is from Forward reaction prediction with 1.9M reactions from USPTO patents (1976-2016). (1) Given the reactants C[O:2][C:3]([C:5]1[CH:10]=[CH:9][C:8]([N:11]2[CH2:14][C:13]([F:16])([F:15])[CH2:12]2)=[C:7](Cl)[N:6]=1)=[O:4].C(=O)([O-])[O-].[Cs+].[Cs+].[Cl:24][C:25]1[CH:26]=[C:27](B(O)O)[CH:28]=[CH:29][CH:30]=1, predict the reaction product. The product is: [Cl:24][C:25]1[CH:30]=[C:29]([C:7]2[N:6]=[C:5]([C:3]([OH:2])=[O:4])[CH:10]=[CH:9][C:8]=2[N:11]2[CH2:14][C:13]([F:16])([F:15])[CH2:12]2)[CH:28]=[CH:27][CH:26]=1. (2) Given the reactants [C:1]([C:3]1[CH:8]=[CH:7][C:6]([N:9]([CH2:14][CH:15]2[CH2:17][CH2:16]2)[CH2:10][C:11]([OH:13])=O)=[CH:5][C:4]=1[C:18]([F:21])([F:20])[F:19])#[N:2].[NH2:22][C:23]1[CH:28]=[CH:27][CH:26]=[CH:25][CH:24]=1, predict the reaction product. The product is: [C:1]([C:3]1[CH:8]=[CH:7][C:6]([N:9]([CH2:14][CH:15]2[CH2:17][CH2:16]2)[CH2:10][C:11]([NH:22][C:23]2[CH:28]=[CH:27][CH:26]=[CH:25][CH:24]=2)=[O:13])=[CH:5][C:4]=1[C:18]([F:21])([F:20])[F:19])#[N:2]. (3) Given the reactants [F:1][C:2]1[C:7]([O:8][CH3:9])=[CH:6][C:5]([O:10][CH3:11])=[C:4]([F:12])[C:3]=1[C:13]1[N:18]=[C:17]2[NH:19][N:20]=[C:21](I)[C:16]2=[CH:15][N:14]=1.[N:23]1[C:32]2[C:27](=[CH:28][C:29](B(O)O)=[CH:30][CH:31]=2)[CH:26]=[CH:25][CH:24]=1, predict the reaction product. The product is: [F:1][C:2]1[C:7]([O:8][CH3:9])=[CH:6][C:5]([O:10][CH3:11])=[C:4]([F:12])[C:3]=1[C:13]1[N:18]=[C:17]2[NH:19][N:20]=[C:21]([C:29]3[CH:28]=[C:27]4[C:32](=[CH:31][CH:30]=3)[N:23]=[CH:24][CH:25]=[CH:26]4)[C:16]2=[CH:15][N:14]=1. (4) The product is: [Br:1][C:2]1[CH:3]=[C:4]([C:8]2([C:15]3[CH:16]=[CH:17][C:18]([O:21][CH3:22])=[CH:19][CH:20]=3)[C:12]3=[N:27][CH2:26][CH2:25][CH2:24][N:23]3[C:10](=[S:14])[NH:9]2)[CH:5]=[CH:6][CH:7]=1. Given the reactants [Br:1][C:2]1[CH:3]=[C:4]([C:8]2([C:15]3[CH:20]=[CH:19][C:18]([O:21][CH3:22])=[CH:17][CH:16]=3)[C:12](=S)S[C:10](=[S:14])[NH:9]2)[CH:5]=[CH:6][CH:7]=1.[NH2:23][CH2:24][CH2:25][CH2:26][NH2:27], predict the reaction product.